From a dataset of Catalyst prediction with 721,799 reactions and 888 catalyst types from USPTO. Predict which catalyst facilitates the given reaction. Reactant: [Cl:1][C:2]1[N:10]=[C:9]2[C:5]([NH:6][CH:7]=[N:8]2)=[C:4]([Cl:11])[N:3]=1.[C:12]([O-])([O-])=O.[K+].[K+].CI.O. Product: [Cl:1][C:2]1[N:10]=[C:9]2[C:5]([N:6]=[CH:7][N:8]2[CH3:12])=[C:4]([Cl:11])[N:3]=1. The catalyst class is: 16.